This data is from Full USPTO retrosynthesis dataset with 1.9M reactions from patents (1976-2016). The task is: Predict the reactants needed to synthesize the given product. (1) Given the product [NH2:11][C:12]1[CH:17]=[CH:16][C:15]([C:18]2[O:19][CH:20]=[C:21]([C:23]([O:25][CH3:26])=[O:24])[N:22]=2)=[CH:14][C:13]=1[CH3:27], predict the reactants needed to synthesize it. The reactants are: C(OC([NH:11][C:12]1[CH:17]=[CH:16][C:15]([C:18]2[O:19][CH:20]=[C:21]([C:23]([O:25][CH3:26])=[O:24])[N:22]=2)=[CH:14][C:13]=1[CH3:27])=O)C1C=CC=CC=1. (2) Given the product [C:1]([O:5][C:6]([N:8]([CH2:17][CH3:18])[C@@H:9]([CH3:14])[C:10]([O:12][CH3:13])=[O:11])=[O:7])([CH3:4])([CH3:3])[CH3:2], predict the reactants needed to synthesize it. The reactants are: [C:1]([O:5][C:6]([NH:8][C@@H:9]([CH3:14])[C:10]([O:12][CH3:13])=[O:11])=[O:7])([CH3:4])([CH3:3])[CH3:2].[H-].[Na+].[CH2:17](I)[CH3:18]. (3) Given the product [Cl:18][C:19]1[CH:24]=[CH:23][C:22]([C:2]2[N:3]=[C:4]([N:7]3[CH:12]4[CH2:13][CH2:14][CH:8]3[CH2:9][O:10][CH2:11]4)[S:5][CH:6]=2)=[CH:21][CH:20]=1, predict the reactants needed to synthesize it. The reactants are: Br[C:2]1[N:3]=[C:4]([N:7]2[CH:12]3[CH2:13][CH2:14][CH:8]2[CH2:9][O:10][CH2:11]3)[S:5][CH:6]=1.C(O)C.[Cl:18][C:19]1[CH:24]=[CH:23][C:22](B(O)O)=[CH:21][CH:20]=1.C(=O)([O-])[O-].[K+].[K+]. (4) Given the product [CH2:27]([NH:35][C:2]1[N:3]=[CH:4][C:5]([NH:8][C:9](=[O:26])[CH:10]([NH:14][C:15](=[O:25])[CH2:16][C:17]2[CH:22]=[C:21]([F:23])[CH:20]=[C:19]([F:24])[CH:18]=2)[CH2:11][CH2:12][CH3:13])=[N:6][CH:7]=1)[CH2:28][C:29]1[CH:34]=[CH:33][CH:32]=[CH:31][CH:30]=1, predict the reactants needed to synthesize it. The reactants are: Br[C:2]1[N:3]=[CH:4][C:5]([NH:8][C:9](=[O:26])[CH:10]([NH:14][C:15](=[O:25])[CH2:16][C:17]2[CH:22]=[C:21]([F:23])[CH:20]=[C:19]([F:24])[CH:18]=2)[CH2:11][CH2:12][CH3:13])=[N:6][CH:7]=1.[CH2:27]([NH2:35])[CH2:28][C:29]1[CH:34]=[CH:33][CH:32]=[CH:31][CH:30]=1. (5) The reactants are: [N-:1]=[N+:2]=[N-:3].[Na+].[N+:5]([C:8]1[CH:16]=[CH:15][C:11]([C@@H:12]2[O:14][CH2:13]2)=[CH:10][CH:9]=1)([O-:7])=[O:6].N(C[C@@H](C1C=CC([N+]([O-])=O)=CC=1)O)=[N+]=[N-]. Given the product [N:1]([CH:12]([C:11]1[CH:10]=[CH:9][C:8]([N+:5]([O-:7])=[O:6])=[CH:16][CH:15]=1)[CH2:13][OH:14])=[N+:2]=[N-:3], predict the reactants needed to synthesize it. (6) Given the product [Br:1][C:2]1[CH:3]=[N:4][C:5]2[N:6]([N:8]=[C:9]([C:11]([N:26]3[CH2:25][CH2:24][N:23]4[C:19]([C:16]5[CH:17]=[CH:18][O:14][CH:15]=5)=[N:20][N:21]=[C:22]4[CH2:27]3)=[O:13])[CH:10]=2)[CH:7]=1, predict the reactants needed to synthesize it. The reactants are: [Br:1][C:2]1[CH:3]=[N:4][C:5]2[N:6]([N:8]=[C:9]([C:11]([OH:13])=O)[CH:10]=2)[CH:7]=1.[O:14]1[CH:18]=[CH:17][C:16]([C:19]2[N:23]3[CH2:24][CH2:25][NH:26][CH2:27][C:22]3=[N:21][N:20]=2)=[CH:15]1. (7) Given the product [CH3:1][O:2][C:3]1[CH:12]=[CH:11][C:10]2[CH:9]=[C:8]3[N:7]([CH2:20][CH2:19][C:18]4[CH:17]=[C:16]5[O:21][CH2:22][O:23][C:15]5=[CH:14][C:13]=43)[CH2:6][C:5]=2[C:4]=1[O:24][CH3:25], predict the reactants needed to synthesize it. The reactants are: [CH3:1][O:2][C:3]1[CH:12]=[CH:11][C:10]2[C:5](=[CH:6][N+:7]3[CH2:20][CH2:19][C:18]4[C:13](=[CH:14][C:15]5[O:23][CH2:22][O:21][C:16]=5[CH:17]=4)[C:8]=3[CH:9]=2)[C:4]=1[O:24][CH3:25].[Cl-].[BH4-].[Na+].C(Cl)Cl.C(OCC)(=O)C.CO.